Dataset: Forward reaction prediction with 1.9M reactions from USPTO patents (1976-2016). Task: Predict the product of the given reaction. (1) The product is: [Cl:31][C:27]1[CH:28]=[C:29]2[N:30]=[C:22]([C@H:10]([O:11][C:12]3[C:13]([F:21])=[C:14]([C:17]([F:20])=[CH:18][CH:19]=3)[C:15]([NH2:16])=[O:33])[CH2:9][OH:8])[S:23][C:24]2=[N:25][CH:26]=1. Given the reactants C([O:8][CH2:9][C@H:10]([C:22]1[S:23][C:24]2[C:29]([N:30]=1)=[CH:28][C:27]([Cl:31])=[CH:26][N:25]=2)[O:11][C:12]1[C:13]([F:21])=[C:14]([C:17]([F:20])=[CH:18][CH:19]=1)[C:15]#[N:16])C1C=CC=CC=1.S(=O)(=O)(O)[OH:33], predict the reaction product. (2) Given the reactants [CH:1]([C:3]1[CH:26]=[CH:25][C:6]2[C:7]([CH2:10][CH2:11][CH:12]3[CH2:17][CH2:16][N:15]([C:18]([O:20][C:21]([CH3:24])([CH3:23])[CH3:22])=[O:19])[CH2:14][CH2:13]3)=[N:8][O:9][C:5]=2[C:4]=1[CH2:27][O:28][CH:29]1[CH2:34][CH2:33][CH2:32][CH2:31][O:30]1)=[O:2].[BH4-].[Na+].[Cl-].[NH4+].O, predict the reaction product. The product is: [OH:2][CH2:1][C:3]1[CH:26]=[CH:25][C:6]2[C:7]([CH2:10][CH2:11][CH:12]3[CH2:13][CH2:14][N:15]([C:18]([O:20][C:21]([CH3:23])([CH3:24])[CH3:22])=[O:19])[CH2:16][CH2:17]3)=[N:8][O:9][C:5]=2[C:4]=1[CH2:27][O:28][CH:29]1[CH2:34][CH2:33][CH2:32][CH2:31][O:30]1. (3) The product is: [C:19]([NH:29][CH2:30][C:31](=[O:37])[CH2:32][CH2:33][C:34]([O:36][CH2:2][CH2:3][CH2:4][CH2:5][CH2:6][CH2:7][CH2:8][C:9]([O:11][CH2:12][C:13]1[CH:18]=[CH:17][CH:16]=[CH:15][CH:14]=1)=[O:10])=[O:35])([O:21][CH2:22][C:23]1[CH:28]=[CH:27][CH:26]=[CH:25][CH:24]=1)=[O:20]. Given the reactants Br[CH2:2][CH2:3][CH2:4][CH2:5][CH2:6][CH2:7][CH2:8][C:9]([O:11][CH2:12][C:13]1[CH:18]=[CH:17][CH:16]=[CH:15][CH:14]=1)=[O:10].[C:19]([NH:29][CH2:30][C:31](=[O:37])[CH2:32][CH2:33][C:34]([O-:36])=[O:35])([O:21][CH2:22][C:23]1[CH:28]=[CH:27][CH:26]=[CH:25][CH:24]=1)=[O:20].[Cs+], predict the reaction product. (4) The product is: [CH3:4][O:5][N:6]([CH3:7])[C:11](=[O:16])[CH2:12][C:13]([OH:14])=[O:15]. Given the reactants [OH-].[Na+].Cl.[CH3:4][O:5][NH:6][CH3:7].CC1(C)[O:14][C:13](=[O:15])[CH2:12][C:11](=[O:16])O1.Cl, predict the reaction product. (5) Given the reactants [CH2:1]([O:3][C:4](=[O:15])[CH2:5][C:6]1[S:7][C:8]([C:11]([F:14])([F:13])[F:12])=[N:9][N:10]=1)C.C(O[CH:19](OCC)[N:20]([CH3:22])[CH3:21])C, predict the reaction product. The product is: [CH3:1][O:3][C:4](=[O:15])[C:5]([C:6]1[S:7][C:8]([C:11]([F:14])([F:13])[F:12])=[N:9][N:10]=1)=[CH:19][N:20]([CH3:22])[CH3:21]. (6) The product is: [CH2:1]([N:8]1[CH2:25][CH2:24][N:11]2[C:12](=[O:23])[C:13]3[C:14]([CH3:22])=[CH:15][C:16]([CH2:26][CH3:27])=[C:17]([OH:20])[C:18]=3[CH2:19][C@@H:10]2[CH2:9]1)[C:2]1[CH:7]=[CH:6][CH:5]=[CH:4][CH:3]=1. Given the reactants [CH2:1]([N:8]1[CH2:25][CH2:24][N:11]2[C:12](=[O:23])[C:13]3[C:14]([CH3:22])=[CH:15][C:16](Br)=[C:17]([OH:20])[C:18]=3[CH2:19][C@@H:10]2[CH2:9]1)[C:2]1[CH:7]=[CH:6][CH:5]=[CH:4][CH:3]=1.[C:26]1(C)C=CC=C[CH:27]=1, predict the reaction product.